From a dataset of Peptide-MHC class II binding affinity with 134,281 pairs from IEDB. Regression. Given a peptide amino acid sequence and an MHC pseudo amino acid sequence, predict their binding affinity value. This is MHC class II binding data. The peptide sequence is YDKFLANVVTVLTGK. The MHC is DRB1_0401 with pseudo-sequence DRB1_0401. The binding affinity (normalized) is 0.168.